Dataset: NCI-60 drug combinations with 297,098 pairs across 59 cell lines. Task: Regression. Given two drug SMILES strings and cell line genomic features, predict the synergy score measuring deviation from expected non-interaction effect. (1) Drug 1: CC1OCC2C(O1)C(C(C(O2)OC3C4COC(=O)C4C(C5=CC6=C(C=C35)OCO6)C7=CC(=C(C(=C7)OC)O)OC)O)O. Drug 2: C1CNP(=O)(OC1)N(CCCl)CCCl. Cell line: U251. Synergy scores: CSS=47.7, Synergy_ZIP=1.33, Synergy_Bliss=1.25, Synergy_Loewe=-46.9, Synergy_HSA=-0.0860. (2) Drug 1: C1CCN(CC1)CCOC2=CC=C(C=C2)C(=O)C3=C(SC4=C3C=CC(=C4)O)C5=CC=C(C=C5)O. Drug 2: CC1=C2C(C(=O)C3(C(CC4C(C3C(C(C2(C)C)(CC1OC(=O)C(C(C5=CC=CC=C5)NC(=O)C6=CC=CC=C6)O)O)OC(=O)C7=CC=CC=C7)(CO4)OC(=O)C)O)C)OC(=O)C. Cell line: HCT116. Synergy scores: CSS=36.8, Synergy_ZIP=-1.05, Synergy_Bliss=-4.62, Synergy_Loewe=-46.5, Synergy_HSA=-6.61.